Dataset: NCI-60 drug combinations with 297,098 pairs across 59 cell lines. Task: Regression. Given two drug SMILES strings and cell line genomic features, predict the synergy score measuring deviation from expected non-interaction effect. (1) Drug 1: C1=CC(=CC=C1CCCC(=O)O)N(CCCl)CCCl. Drug 2: CC1=C(C=C(C=C1)C(=O)NC2=CC(=CC(=C2)C(F)(F)F)N3C=C(N=C3)C)NC4=NC=CC(=N4)C5=CN=CC=C5. Cell line: NCI-H460. Synergy scores: CSS=7.59, Synergy_ZIP=-1.98, Synergy_Bliss=-12.0, Synergy_Loewe=-7.55, Synergy_HSA=-11.4. (2) Drug 1: C1=C(C(=O)NC(=O)N1)N(CCCl)CCCl. Drug 2: CCC1(CC2CC(C3=C(CCN(C2)C1)C4=CC=CC=C4N3)(C5=C(C=C6C(=C5)C78CCN9C7C(C=CC9)(C(C(C8N6C=O)(C(=O)OC)O)OC(=O)C)CC)OC)C(=O)OC)O.OS(=O)(=O)O. Cell line: KM12. Synergy scores: CSS=34.6, Synergy_ZIP=-1.88, Synergy_Bliss=-4.80, Synergy_Loewe=-21.2, Synergy_HSA=3.66. (3) Drug 1: C1CCC(CC1)NC(=O)N(CCCl)N=O. Drug 2: CCCCC(=O)OCC(=O)C1(CC(C2=C(C1)C(=C3C(=C2O)C(=O)C4=C(C3=O)C=CC=C4OC)O)OC5CC(C(C(O5)C)O)NC(=O)C(F)(F)F)O. Cell line: NCI-H460. Synergy scores: CSS=2.64, Synergy_ZIP=-4.71, Synergy_Bliss=-6.38, Synergy_Loewe=-7.41, Synergy_HSA=-6.89. (4) Drug 2: C1CC(CNC1)C2=CC=C(C=C2)N3C=C4C=CC=C(C4=N3)C(=O)N. Cell line: NCIH23. Drug 1: C1CC(C1)(C(=O)O)C(=O)O.[NH2-].[NH2-].[Pt+2]. Synergy scores: CSS=66.6, Synergy_ZIP=-3.47, Synergy_Bliss=-3.57, Synergy_Loewe=-4.25, Synergy_HSA=1.64.